From a dataset of Cav3 T-type calcium channel HTS with 100,875 compounds. Binary Classification. Given a drug SMILES string, predict its activity (active/inactive) in a high-throughput screening assay against a specified biological target. The result is 0 (inactive). The compound is S(c1n(C2CCCCC2)c(nn1)Cc1cc2OCOc2cc1)CC(=O)NC1CCCC1.